Dataset: Reaction yield outcomes from USPTO patents with 853,638 reactions. Task: Predict the reaction yield, written as a fraction of the theoretical maximum amount of product (1.0 means a 100% yield; for example, 0.34 means a 34% yield). (1) The reactants are [F:1][C:2]1[CH:3]=[C:4]([NH:25][C:26]([C:28]2[C:29](=[O:41])[N:30]([C:35]3[CH:40]=[CH:39][CH:38]=[CH:37][CH:36]=3)[N:31]([CH3:34])[C:32]=2[CH3:33])=[O:27])[CH:5]=[CH:6][C:7]=1[O:8][C:9]1[C:18]2[C:13](=[CH:14][C:15]([O:19][CH2:20][C:21]3([OH:24])[CH2:23][CH2:22]3)=[CH:16][CH:17]=2)[N:12]=[CH:11][CH:10]=1.[C:42]([NH:49][CH2:50][C:51](O)=[O:52])([O:44][C:45]([CH3:48])([CH3:47])[CH3:46])=[O:43].C1CCC(N=C=NC2CCCCC2)CC1. The catalyst is CN(C1C=CN=CC=1)C.ClCCl. The product is [C:45]([O:44][C:42]([NH:49][CH2:50][C:51]([O:24][C:21]1([CH2:20][O:19][C:15]2[CH:14]=[C:13]3[C:18]([C:9]([O:8][C:7]4[CH:6]=[CH:5][C:4]([NH:25][C:26]([C:28]5[C:29](=[O:41])[N:30]([C:35]6[CH:36]=[CH:37][CH:38]=[CH:39][CH:40]=6)[N:31]([CH3:34])[C:32]=5[CH3:33])=[O:27])=[CH:3][C:2]=4[F:1])=[CH:10][CH:11]=[N:12]3)=[CH:17][CH:16]=2)[CH2:22][CH2:23]1)=[O:52])=[O:43])([CH3:48])([CH3:47])[CH3:46]. The yield is 0.780. (2) The reactants are [C:1]([O:5][C:6]([NH:8][C:9](=[NH:55])[C:10]1[S:14][C:13]([S:15][CH3:16])=[C:12]([S:17]([C:20]2[CH:21]=[C:22]([C:26]3[C:31]([CH3:32])=[CH:30][C:29]([NH:33]C(OCC[Si](C)(C)C)=O)=[CH:28][C:27]=3[NH:43][C:44](=[O:54])[NH:45][CH2:46][CH2:47][CH2:48][CH2:49][CH2:50][C:51]([OH:53])=[O:52])[CH:23]=[CH:24][CH:25]=2)(=[O:19])=[O:18])[CH:11]=1)=[O:7])([CH3:4])([CH3:3])[CH3:2].[F-].C([N+](CCCC)(CCCC)CCCC)CCC. The catalyst is C1COCC1. The product is [NH2:33][C:29]1[CH:30]=[C:31]([CH3:32])[C:26]([C:22]2[CH:23]=[CH:24][CH:25]=[C:20]([S:17]([C:12]3[CH:11]=[C:10]([C:9]([NH:8][C:6]([O:5][C:1]([CH3:3])([CH3:4])[CH3:2])=[O:7])=[NH:55])[S:14][C:13]=3[S:15][CH3:16])(=[O:18])=[O:19])[CH:21]=2)=[C:27]([NH:43][C:44](=[O:54])[NH:45][CH2:46][CH2:47][CH2:48][CH2:49][CH2:50][C:51]([OH:53])=[O:52])[CH:28]=1. The yield is 0.570.